Dataset: Reaction yield outcomes from USPTO patents with 853,638 reactions. Task: Predict the reaction yield, written as a fraction of the theoretical maximum amount of product (1.0 means a 100% yield; for example, 0.34 means a 34% yield). (1) The reactants are [C:1]([O:5][C:6]([N:8]1[CH2:13][CH:12]=[C:11]([C:14]2[CH:36]=[CH:35][C:17]3[C:18]4[N:22]([CH2:23][CH2:24][O:25][C:16]=3[CH:15]=2)[CH:21]=[C:20]([C:26]2[N:27]([CH:32]([CH3:34])[CH3:33])[N:28]=[C:29]([CH3:31])[N:30]=2)[N:19]=4)[CH2:10][CH2:9]1)=[O:7])([CH3:4])([CH3:3])[CH3:2].B.C1C[O:41]CC1.[OH-].[Na+].OO. The catalyst is COCCOCCOC.O. The product is [C:1]([O:5][C:6]([N:8]1[CH2:9][CH2:10][C@@H:11]([C:14]2[CH:36]=[CH:35][C:17]3[C:18]4[N:22]([CH2:23][CH2:24][O:25][C:16]=3[CH:15]=2)[CH:21]=[C:20]([C:26]2[N:27]([CH:32]([CH3:33])[CH3:34])[N:28]=[C:29]([CH3:31])[N:30]=2)[N:19]=4)[C@H:12]([OH:41])[CH2:13]1)=[O:7])([CH3:2])([CH3:4])[CH3:3]. The yield is 0.740. (2) The reactants are [CH3:1][O:2][C:3]12[CH2:10][CH2:9][CH:6]([CH:7]=[CH:8]1)[CH2:5][C:4]2=[O:11]. The catalyst is CO.[Ni]. The product is [CH3:1][O:2][C:3]12[CH2:8][CH2:7][CH:6]([CH2:9][CH2:10]1)[CH2:5][C:4]2=[O:11]. The yield is 0.900. (3) The reactants are [F:1][C:2]1[CH:7]=[C:6]([F:8])[CH:5]=[CH:4][C:3]=1[C:9](=[O:11])[CH3:10].[CH3:12][N:13]([CH:15](OC)OC)[CH3:14]. No catalyst specified. The product is [F:1][C:2]1[CH:7]=[C:6]([F:8])[CH:5]=[CH:4][C:3]=1[C:9](=[O:11])/[CH:10]=[CH:12]/[N:13]([CH3:15])[CH3:14]. The yield is 0.820. (4) The reactants are [C:1]([C:4]1[CH:9]=[CH:8][C:7]([S:10]([NH:13][O:14][Si:15]([C:18]([CH3:21])([CH3:20])[CH3:19])([CH3:17])[CH3:16])(=[O:12])=[O:11])=[CH:6][CH:5]=1)(=[O:3])[CH3:2].[CH3:22][O:23][C:24]1[CH:31]=[C:30]([O:32][CH3:33])[C:29]([C:34]2[N:35]([CH3:43])[C:36]3[C:41]([CH:42]=2)=[CH:40][CH:39]=[CH:38][CH:37]=3)=[CH:28][C:25]=1[CH:26]=O. The catalyst is CO.C(Cl)Cl. The product is [CH3:22][O:23][C:24]1[CH:31]=[C:30]([O:32][CH3:33])[C:29]([C:34]2[N:35]([CH3:43])[C:36]3[C:41]([CH:42]=2)=[CH:40][CH:39]=[CH:38][CH:37]=3)=[CH:28][C:25]=1/[CH:26]=[CH:2]/[C:1]([C:4]1[CH:5]=[CH:6][C:7]([S:10]([NH:13][O:14][Si:15]([C:18]([CH3:21])([CH3:20])[CH3:19])([CH3:17])[CH3:16])(=[O:11])=[O:12])=[CH:8][CH:9]=1)=[O:3]. The yield is 0.190. (5) The reactants are [Br:1][C:2]1[CH:3]=[CH:4][C:5](F)=[C:6]([CH:9]=1)[CH:7]=O.[NH2:11][NH2:12]. No catalyst specified. The product is [Br:1][C:2]1[CH:9]=[C:6]2[C:5](=[CH:4][CH:3]=1)[NH:12][N:11]=[CH:7]2. The yield is 0.390.